From a dataset of Reaction yield outcomes from USPTO patents with 853,638 reactions. Predict the reaction yield, written as a fraction of the theoretical maximum amount of product (1.0 means a 100% yield; for example, 0.34 means a 34% yield). (1) The reactants are [C:1]([O-:9])(=O)[C:2]1[CH:7]=[CH:6][CH:5]=[CH:4][CH:3]=1.[BH4-].[Na+].[CH2:20]([Te:19][Te:19][CH2:20][CH2:21][CH2:22][CH2:23][CH2:24][CH3:25])[CH2:21][CH2:22][CH2:23][CH2:24][CH3:25].[CH2:26]1[CH2:30][O:29]C[CH2:27]1. No catalyst specified. The product is [CH2:20]([Te:19][CH2:27][CH2:26][CH2:30][O:29][C:6]1[CH:7]=[C:2]([CH:3]=[C:4]([O:29][CH2:30][CH2:26][CH2:27][Te:19][CH2:20][CH2:21][CH2:22][CH2:23][CH2:24][CH3:25])[CH:5]=1)[CH2:1][OH:9])[CH2:21][CH2:22][CH2:23][CH2:24][CH3:25]. The yield is 0.620. (2) The reactants are [C:1]([O:4][C@H:5]1[CH2:10][CH2:9][C@H:8]([N:11]=[N+]=[N-])[CH:7]=[CH:6]1)(=[O:3])[CH3:2].[C:14](O[C:14]([O:16][C:17]([CH3:20])([CH3:19])[CH3:18])=[O:15])([O:16][C:17]([CH3:20])([CH3:19])[CH3:18])=[O:15]. The catalyst is [Pd].CC([O-])=O.CC([O-])=O.[Pb+2].CO. The product is [C:1]([O:4][C@H:5]1[CH2:10][CH2:9][C@H:8]([NH:11][C:14]([O:16][C:17]([CH3:20])([CH3:19])[CH3:18])=[O:15])[CH:7]=[CH:6]1)(=[O:3])[CH3:2]. The yield is 0.770. (3) The reactants are [Cl:1][C:2]1[CH:7]=[CH:6][C:5]([N:8]([C:34](=[O:37])[CH2:35][CH3:36])[C@H:9]2[C:18]3[C:13](=[CH:14][CH:15]=[C:16]([CH:19]=[CH:20][C:21]([OH:23])=[O:22])[CH:17]=3)[N:12]([C:24](=[O:32])[C:25]3[CH:30]=[CH:29][C:28]([F:31])=[CH:27][CH:26]=3)[C@@H:11]([CH3:33])[CH2:10]2)=[CH:4][CH:3]=1.Br[C:39]1C=C2C(=CC=1)N(C(=O)C1C=CC(F)=CC=1)[C@@H](C)C[C@H]2N(C1C=CC(Cl)=CC=1)C(=O)CC.C1(P(C2C=CC=CC=2)CCCP(C2C=CC=CC=2)C2C=CC=CC=2)C=CC=CC=1.C(OC)(=O)C=C. The catalyst is CN(C=O)C.C([O-])(=O)C.[Pd+2].C([O-])(=O)C. The product is [CH3:39][O:22][C:21](=[O:23])[CH:20]=[CH:19][C:16]1[CH:17]=[C:18]2[C:13](=[CH:14][CH:15]=1)[N:12]([C:24](=[O:32])[C:25]1[CH:26]=[CH:27][C:28]([F:31])=[CH:29][CH:30]=1)[C@@H:11]([CH3:33])[CH2:10][C@H:9]2[N:8]([C:5]1[CH:6]=[CH:7][C:2]([Cl:1])=[CH:3][CH:4]=1)[C:34](=[O:37])[CH2:35][CH3:36]. The yield is 0.440. (4) The reactants are [NH2:1][C:2]1[CH:7]=[CH:6][C:5]([N+:8]([O-:10])=[O:9])=[CH:4][N:3]=1.[Cl:11][CH2:12][C:13](Cl)=[O:14]. The catalyst is C1COCC1. The product is [Cl:11][CH2:12][C:13]([NH:1][C:2]1[CH:7]=[CH:6][C:5]([N+:8]([O-:10])=[O:9])=[CH:4][N:3]=1)=[O:14]. The yield is 0.580. (5) The reactants are [H-].C([Al+]CC(C)C)C(C)C.[Br:11][C:12]1[CH:13]=[CH:14][C:15]([F:46])=[C:16]([C@:18]2([CH2:44][F:45])[CH:23]=[C:22]([C:24](OC)=[O:25])[S:21][C:20]([N:28]([C:37]([O:39][C:40]([CH3:43])([CH3:42])[CH3:41])=[O:38])[CH2:29][O:30][CH2:31][CH2:32][Si:33]([CH3:36])([CH3:35])[CH3:34])=[N:19]2)[CH:17]=1.CC(C[AlH]CC(C)C)C.CO. The catalyst is C1COCC1. The product is [C:40]([O:39][C:37](=[O:38])[N:28]([C:20]1[S:21][C:22]([CH2:24][OH:25])=[CH:23][C@:18]([C:16]2[CH:17]=[C:12]([Br:11])[CH:13]=[CH:14][C:15]=2[F:46])([CH2:44][F:45])[N:19]=1)[CH2:29][O:30][CH2:31][CH2:32][Si:33]([CH3:34])([CH3:35])[CH3:36])([CH3:43])([CH3:41])[CH3:42]. The yield is 0.990. (6) The reactants are [H-].[Na+].[N:3]1([C:13]([C:15]2[CH:16]=[C:17]([CH:27]=[CH:28][CH:29]=2)[CH2:18][NH:19][C:20](=[O:26])[O:21][C:22]([CH3:25])([CH3:24])[CH3:23])=[O:14])[C:12]2[C:7](=[CH:8][CH:9]=[CH:10][CH:11]=2)[CH2:6][CH2:5][CH2:4]1.I[CH3:31].S([O-])(O)(=O)=O.[K+]. The catalyst is CN(C=O)C. The product is [CH3:31][N:19]([CH2:18][C:17]1[CH:27]=[CH:28][CH:29]=[C:15]([C:13]([N:3]2[C:12]3[C:7](=[CH:8][CH:9]=[CH:10][CH:11]=3)[CH2:6][CH2:5][CH2:4]2)=[O:14])[CH:16]=1)[C:20](=[O:26])[O:21][C:22]([CH3:25])([CH3:24])[CH3:23]. The yield is 0.930.